Dataset: Full USPTO retrosynthesis dataset with 1.9M reactions from patents (1976-2016). Task: Predict the reactants needed to synthesize the given product. Given the product [CH2:20]([CH:24]1[CH2:29][CH2:28][N:27]([CH2:16][CH2:17][CH2:18][N:8]2[C:9]3[C:4](=[CH:3][C:2]([Cl:1])=[CH:11][CH:10]=3)[CH2:5][CH2:6][C:7]2=[O:12])[CH2:26][CH2:25]1)[CH2:21][CH2:22][CH3:23], predict the reactants needed to synthesize it. The reactants are: [Cl:1][C:2]1[CH:3]=[C:4]2[C:9](=[CH:10][CH:11]=1)[NH:8][C:7](=[O:12])[CH2:6][CH2:5]2.[H-].[Na+].Br[CH2:16][CH2:17][CH2:18]Cl.[CH2:20]([CH:24]1[CH2:29][CH2:28][NH:27][CH2:26][CH2:25]1)[CH2:21][CH2:22][CH3:23].C([O-])([O-])=O.[K+].[K+].